From a dataset of Reaction yield outcomes from USPTO patents with 853,638 reactions. Predict the reaction yield, written as a fraction of the theoretical maximum amount of product (1.0 means a 100% yield; for example, 0.34 means a 34% yield). (1) The reactants are [ClH:1].[N:2]1([C:11](=[O:34])/[CH:12]=[CH:13]/[C@@H:14]([NH:17][C:18]([C:20]2([NH:26]C(=O)OC(C)(C)C)[CH2:25][CH2:24][O:23][CH2:22][CH2:21]2)=[O:19])[CH2:15][CH3:16])[C:10]2[C:5](=[CH:6][CH:7]=[CH:8][CH:9]=2)[CH2:4][CH2:3]1. The catalyst is C(O)(C)C. The product is [ClH:1].[NH2:26][C:20]1([C:18]([NH:17][C@@H:14]([CH2:15][CH3:16])/[CH:13]=[CH:12]/[C:11]([N:2]2[C:10]3[C:5](=[CH:6][CH:7]=[CH:8][CH:9]=3)[CH2:4][CH2:3]2)=[O:34])=[O:19])[CH2:25][CH2:24][O:23][CH2:22][CH2:21]1. The yield is 0.890. (2) The reactants are [F:1][C:2]([F:7])([F:6])[C:3]([OH:5])=[O:4].[C:8]1([C:14]2[CH:19]=[C:18]([CH:20]3[CH2:25][CH2:24][N:23]([C:26](=[O:32])[CH2:27][NH:28]CCO)[CH2:22][CH2:21]3)[CH:17]=[CH:16][C:15]=2[NH:33][C:34]([C:36]2[NH:37][CH:38]=[C:39]([C:41]#[N:42])[N:40]=2)=[O:35])[CH2:13][CH2:12][CH2:11][CH2:10][CH:9]=1.[BH-](OC(C)=O)(OC(C)=O)[O:44][C:45]([CH3:47])=O.[Na+].C=O. The catalyst is CO. The product is [C:3]([OH:5])([C:2]([F:7])([F:6])[F:1])=[O:4].[F:1][C:2]([F:7])([F:6])[C:3]([OH:5])=[O:4].[C:8]1([C:14]2[CH:19]=[C:18]([CH:20]3[CH2:21][CH2:22][N:23]([C:26](=[O:32])[C:27]([CH3:2])([NH2:28])[CH2:47][CH2:45][OH:44])[CH2:24][CH2:25]3)[CH:17]=[CH:16][C:15]=2[NH:33][C:34]([C:36]2[NH:37][CH:38]=[C:39]([C:41]#[N:42])[N:40]=2)=[O:35])[CH2:13][CH2:12][CH2:11][CH2:10][CH:9]=1. The yield is 0.00100.